This data is from Full USPTO retrosynthesis dataset with 1.9M reactions from patents (1976-2016). The task is: Predict the reactants needed to synthesize the given product. (1) Given the product [Br:13][C:14]1[CH:15]=[C:16]([C:20]2([C:7]3[CH:12]=[CH:11][N:10]=[CH:9][CH:8]=3)[C:28]3[C:29](=[N:30][CH:31]=[CH:32][CH:33]=3)[C:34]([NH2:35])=[N:21]2)[CH:17]=[CH:18][CH:19]=1, predict the reactants needed to synthesize it. The reactants are: C([Li])(C)(C)C.I[C:7]1[CH:12]=[CH:11][N:10]=[CH:9][CH:8]=1.[Br:13][C:14]1[CH:15]=[C:16](/[C:20](/[C:28]2[C:29]([C:34]#[N:35])=[N:30][CH:31]=[CH:32][CH:33]=2)=[N:21]\S(C(C)(C)C)=O)[CH:17]=[CH:18][CH:19]=1. (2) Given the product [Cl:24][C:25]1[CH:26]=[C:27]([C:28]2[C:15]3[C:16]([F:23])=[C:17]([O:21][CH3:22])[C:18]([OH:20])=[CH:19][C:14]=3[C:3]3[C:4]([CH3:13])=[N:5][N:6]([C:7]([CH3:9])([CH3:8])[CH3:11])[C:2]=3[N:1]=2)[CH:30]=[CH:31][C:32]=1[O:33][CH2:34][C:35]1[CH:40]=[CH:39][CH:38]=[CH:37][CH:36]=1, predict the reactants needed to synthesize it. The reactants are: [NH2:1][C:2]1[N:6]([C:7]([CH2:11]C)([CH2:9]C)[CH3:8])[N:5]=[C:4]([CH3:13])[C:3]=1[C:14]1[CH:15]=[C:16]([F:23])[C:17]([O:21][CH3:22])=[C:18]([OH:20])[CH:19]=1.[Cl:24][C:25]1[CH:26]=[C:27]([CH:30]=[CH:31][C:32]=1[O:33][CH2:34][C:35]1[CH:40]=[CH:39][CH:38]=[CH:37][CH:36]=1)[CH:28]=O.C(=O)C1C=CC=CC=1. (3) Given the product [N:34]1[CH:33]=[CH:32][CH:31]=[C:30]([NH:35][C:16]([C:13]2[CH:14]=[C:15]3[C:10](=[CH:11][CH:12]=2)[NH:9][C:8]2[C:2](=[O:1])[NH:3][CH2:4][CH2:5][C:6](=[O:19])[C:7]3=2)=[O:18])[CH:29]=1, predict the reactants needed to synthesize it. The reactants are: [O:1]=[C:2]1[C:8]2[NH:9][C:10]3[C:15]([C:7]=2[C:6](=[O:19])[CH2:5][CH2:4][NH:3]1)=[CH:14][C:13]([C:16]([OH:18])=O)=[CH:12][CH:11]=3.CN(C(ON1N=[N:35][C:30]2[CH:31]=[CH:32][CH:33]=[N:34][C:29]1=2)=[N+](C)C)C.F[P-](F)(F)(F)(F)F.N1C=CC=C(N)C=1.O. (4) Given the product [Br:13][C:14]1[CH:15]=[C:16]2[C:21](=[CH:22][CH:23]=1)[CH2:20][NH:19][C:18](=[O:24])[C:17]2([CH3:25])[CH2:29][C:28]1[CH:31]=[C:32]([F:36])[CH:33]=[C:34]([F:35])[C:27]=1[F:26], predict the reactants needed to synthesize it. The reactants are: C([Li])CCC.C(NC(C)C)(C)C.[Br:13][C:14]1[CH:15]=[C:16]2[C:21](=[CH:22][CH:23]=1)[CH2:20][NH:19][C:18](=[O:24])[CH:17]2[CH3:25].[F:26][C:27]1[C:34]([F:35])=[CH:33][C:32]([F:36])=[CH:31][C:28]=1[CH2:29]Br.Cl. (5) Given the product [NH2:1][C:2]1[C:11]([CH:12]([CH3:14])[CH3:13])=[N:10][CH:9]=[CH:8][C:3]=1[C:4]([OH:6])=[O:5], predict the reactants needed to synthesize it. The reactants are: [NH2:1][C:2]1[C:11]([CH:12]([CH3:14])[CH3:13])=[N:10][CH:9]=[CH:8][C:3]=1[C:4]([O:6]C)=[O:5].O.[OH-].[Li+]. (6) Given the product [CH2:1]([O:3][C:4]([C:5]1[O:16][C:9]([C:10]2[CH:11]=[N:12][CH:13]=[CH:14][CH:15]=2)=[CH:8][N:7]=1)=[O:17])[CH3:2], predict the reactants needed to synthesize it. The reactants are: [CH2:1]([O:3][C:4](=[O:17])[C:5]([NH:7][CH2:8][C:9](=[O:16])[C:10]1[CH:11]=[N:12][CH:13]=[CH:14][CH:15]=1)=O)[CH3:2].C1(P(C2C=CC=CC=2)C2C=CC=CC=2)C=CC=CC=1.ClC(Cl)(Cl)C(Cl)(Cl)Cl.C(N(CC)CC)C. (7) Given the product [C:17]([NH:13][C:11]1[CH:12]=[C:7]([NH:6][C:4](=[O:5])[CH2:3][C:2]([CH3:16])([CH3:15])[CH3:1])[CH:8]=[C:9]([NH:14][C:17](=[O:21])[CH:18]([CH3:20])[CH3:19])[CH:10]=1)(=[O:21])[CH:18]([CH3:20])[CH3:19], predict the reactants needed to synthesize it. The reactants are: [CH3:1][C:2]([CH3:16])([CH3:15])[CH2:3][C:4]([NH:6][C:7]1[CH:12]=[C:11]([NH2:13])[CH:10]=[C:9]([NH2:14])[CH:8]=1)=[O:5].[C:17](O[C:17](=[O:21])[CH:18]([CH3:20])[CH3:19])(=[O:21])[CH:18]([CH3:20])[CH3:19]. (8) Given the product [CH2:1]([O:8][CH:9]1[CH2:10][O:11][CH2:20][O:13][CH2:12]1)[C:2]1[CH:7]=[CH:6][CH:5]=[CH:4][CH:3]=1, predict the reactants needed to synthesize it. The reactants are: [CH2:1]([O:8][CH:9]([CH2:12][OH:13])[CH2:10][OH:11])[C:2]1[CH:7]=[CH:6][CH:5]=[CH:4][CH:3]=1.C=O.B(F)(F)F.[CH3:20]COCC.